From a dataset of Forward reaction prediction with 1.9M reactions from USPTO patents (1976-2016). Predict the product of the given reaction. (1) Given the reactants F[C:2]1[CH:7]=[C:6]([F:8])[CH:5]=[CH:4][C:3]=1[C:9]1[C:10]([CH:20]([OH:36])[C:21]2[CH:26]=[CH:25][C:24]([O:27][CH2:28][CH2:29][N:30]3[CH2:35][CH2:34][CH2:33][CH2:32][CH2:31]3)=[CH:23][CH:22]=2)=[C:11]2[C:16](=[CH:17][CH:18]=1)[CH:15]=[C:14]([OH:19])[CH:13]=[CH:12]2.[H-].[Na+].O, predict the reaction product. The product is: [F:8][C:6]1[CH:5]=[C:4]2[C:3](=[CH:2][CH:7]=1)[C:9]1[C:10](=[C:11]3[C:16](=[CH:17][CH:18]=1)[CH:15]=[C:14]([OH:19])[CH:13]=[CH:12]3)[CH:20]([C:21]1[CH:22]=[CH:23][C:24]([O:27][CH2:28][CH2:29][N:30]3[CH2:31][CH2:32][CH2:33][CH2:34][CH2:35]3)=[CH:25][CH:26]=1)[O:36]2. (2) Given the reactants N1[C:9]2[C:4](=CC=[CH:7][CH:8]=2)C=N1.CO[C:12]([C:14]1[C:22]2[C:17](=[N:18][CH:19]=[CH:20][CH:21]=2)[NH:16][CH:15]=1)=[O:13].C1(CBr)CC1.[NH2:28][C:29]1[S:30][CH:31]=[CH:32][N:33]=1, predict the reaction product. The product is: [S:30]1[CH:31]=[CH:32][N:33]=[C:29]1[NH:28][C:12]([C:14]1[C:22]2[C:17](=[N:18][CH:19]=[CH:20][CH:21]=2)[N:16]([CH2:4][CH:9]2[CH2:8][CH2:7]2)[CH:15]=1)=[O:13]. (3) Given the reactants [Br:1][C:2]1[CH:7]=[C:6]([C:8]([F:17])([C:13]([F:16])([F:15])[F:14])[C:9]([F:12])([F:11])[F:10])[CH:5]=[C:4]([Br:18])[C:3]=1[NH:19][C:20](=[O:32])[C:21]1[CH:26]=[CH:25][CH:24]=[C:23]([N+:27]([O-:29])=[O:28])[C:22]=1[O:30][CH3:31].[H-].[Na+].I[CH3:36], predict the reaction product. The product is: [Br:1][C:2]1[CH:7]=[C:6]([C:8]([F:17])([C:9]([F:10])([F:11])[F:12])[C:13]([F:15])([F:16])[F:14])[CH:5]=[C:4]([Br:18])[C:3]=1[N:19]([CH3:36])[C:20](=[O:32])[C:21]1[CH:26]=[CH:25][CH:24]=[C:23]([N+:27]([O-:29])=[O:28])[C:22]=1[O:30][CH3:31]. (4) The product is: [Cl:1][C:2]1[C:3]2[N:4]([CH:19]=[CH:20][N:21]=2)[C:5]([C:12]2[CH:17]=[CH:16][CH:15]=[C:14]([F:18])[CH:13]=2)=[C:6]([C:8]([OH:10])=[O:9])[CH:7]=1. Given the reactants [Cl:1][C:2]1[C:3]2[N:4]([CH:19]=[CH:20][N:21]=2)[C:5]([C:12]2[CH:17]=[CH:16][CH:15]=[C:14]([F:18])[CH:13]=2)=[C:6]([C:8]([O:10]C)=[O:9])[CH:7]=1.[OH-].[Na+].O.Cl, predict the reaction product. (5) Given the reactants [NH2:1][C:2]1[C:10]([NH2:11])=[CH:9][CH:8]=[CH:7][C:3]=1[C:4]([NH2:6])=[O:5].[C:12]([N:19]1[CH2:24][CH2:23][CH:22]([CH:25]=O)[CH2:21][CH2:20]1)([O:14][C:15]([CH3:18])([CH3:17])[CH3:16])=[O:13].S(=O)(O)[O-].[Na+].O, predict the reaction product. The product is: [C:4]([C:3]1[C:2]2[N:1]=[C:25]([CH:22]3[CH2:23][CH2:24][N:19]([C:12]([O:14][C:15]([CH3:16])([CH3:18])[CH3:17])=[O:13])[CH2:20][CH2:21]3)[NH:11][C:10]=2[CH:9]=[CH:8][CH:7]=1)(=[O:5])[NH2:6]. (6) The product is: [CH:27]1([C@H:11]2[N:12]([S:14]([C:17]3[CH:22]=[CH:21][C:20]([C:23]([F:25])([F:24])[F:26])=[CH:19][CH:18]=3)(=[O:16])=[O:15])[CH2:13][C:9](=[O:8])[CH2:10]2)[CH2:28][CH2:29]1. Given the reactants [Si]([O:8][C@H:9]1[CH2:13][N:12]([S:14]([C:17]2[CH:22]=[CH:21][C:20]([C:23]([F:26])([F:25])[F:24])=[CH:19][CH:18]=2)(=[O:16])=[O:15])[C@H:11]([CH:27]2[CH2:29][CH2:28]2)[CH2:10]1)(C(C)(C)C)(C)C.C([C@H]1N(S(C2C=CC(C(F)(F)F)=CC=2)(=O)=O)CC(=O)C1)C, predict the reaction product. (7) Given the reactants [CH2:1]([O:3][CH:4]([O:25][CH2:26]C)[CH2:5][CH2:6][CH2:7][C:8]1[CH:13]=[CH:12][C:11]([O:14][CH2:15][CH2:16][CH2:17][N:18]2[CH2:24][CH2:23][CH2:22][CH2:21][CH2:20][CH2:19]2)=[CH:10][CH:9]=1)C, predict the reaction product. The product is: [CH3:26][O:25][CH:4]([O:3][CH3:1])[CH2:5][CH2:6][CH2:7][C:8]1[CH:13]=[CH:12][C:11]([O:14][CH2:15][CH2:16][CH2:17][N:18]2[CH2:24][CH2:23][CH2:22][CH2:21][CH2:20][CH2:19]2)=[CH:10][CH:9]=1.